From a dataset of Reaction yield outcomes from USPTO patents with 853,638 reactions. Predict the reaction yield, written as a fraction of the theoretical maximum amount of product (1.0 means a 100% yield; for example, 0.34 means a 34% yield). (1) The reactants are [O:1]=[C:2]1[CH2:6][CH2:5][N:4]([C:7]([O:9][C:10]([CH3:13])([CH3:12])[CH3:11])=[O:8])[CH2:3]1.[C:14]1([Mg]Br)[CH:19]=[CH:18][CH:17]=[CH:16][CH:15]=1.[NH4+].[Cl-]. The catalyst is CCOCC. The product is [OH:1][C:2]1([C:14]2[CH:19]=[CH:18][CH:17]=[CH:16][CH:15]=2)[CH2:6][CH2:5][N:4]([C:7]([O:9][C:10]([CH3:13])([CH3:12])[CH3:11])=[O:8])[CH2:3]1. The yield is 0.492. (2) The yield is 0.110. The reactants are ClC1C(Cl)=CC=CC=1N1[CH2:14][CH2:13][N:12]([CH2:15][CH2:16][CH2:17][CH2:18][O:19][C:20]2[CH:29]=[CH:28][C:27]3[C:22](=[C:23]([OH:30])[CH:24]=[CH:25][CH:26]=3)[N:21]=2)[CH2:11][CH2:10]1.[CH2:31]1[C:40]2[C:35](=CC(C#N)=[CH:38][CH:39]=2)[CH2:34]C[NH:32]1. No catalyst specified. The product is [OH:30][C:23]1[CH:24]=[CH:25][CH:26]=[C:27]2[C:22]=1[N:21]=[C:20]([O:19][CH2:18][CH2:17][CH2:16][CH2:15][N:12]1[CH2:11][CH2:10][C:34]3[C:14](=[CH:38][CH:39]=[C:40]([C:31]#[N:32])[CH:35]=3)[CH2:13]1)[CH:29]=[CH:28]2. (3) The reactants are [H-].[Na+].[NH2:3][C:4]1[CH:9]=[CH:8][C:7]([SH:10])=[CH:6][CH:5]=1.[F:11][C:12]([F:22])([F:21])[C:13]1[CH:20]=[CH:19][C:16]([CH2:17]Cl)=[CH:15][CH:14]=1.O. The catalyst is O1CCCC1. The product is [F:11][C:12]([F:21])([F:22])[C:13]1[CH:20]=[CH:19][C:16]([CH2:17][S:10][C:7]2[CH:8]=[CH:9][C:4]([NH2:3])=[CH:5][CH:6]=2)=[CH:15][CH:14]=1. The yield is 0.700. (4) The reactants are Br[C:2]1[C:11]2[C:6](=[CH:7][CH:8]=[C:9]([C:12]([NH2:14])=[O:13])[CH:10]=2)[CH:5]=[N:4][CH:3]=1.CC1(C)C(C)(C)OB([C:23]2[CH:30]=[CH:29][C:26]([C:27]#[N:28])=[CH:25][CH:24]=2)O1.C(=O)([O-])[O-].[Cs+].[Cs+]. The catalyst is O1CCOCC1.O.C1(P([C-]2C=CC=C2)C2C=CC=CC=2)C=CC=CC=1.[C-]1(P(C2C=CC=CC=2)C2C=CC=CC=2)C=CC=C1.[Fe+2].[Pd](Cl)Cl. The product is [C:27]([C:26]1[CH:29]=[CH:30][C:23]([C:2]2[C:11]3[C:6](=[CH:7][CH:8]=[C:9]([C:12]([NH2:14])=[O:13])[CH:10]=3)[CH:5]=[N:4][CH:3]=2)=[CH:24][CH:25]=1)#[N:28]. The yield is 0.960. (5) The reactants are Br[C:2]1[CH:7]=[CH:6][CH:5]=[C:4]([O:8][CH3:9])[CH:3]=1.[Li]C(C)(C)C.N#N.[O:17]=[C:18]1[CH2:35][CH:21]2[CH2:22][N:23]([C:25]([O:27][CH2:28][C:29]3[CH:34]=[CH:33][CH:32]=[CH:31][CH:30]=3)=[O:26])[CH2:24][CH:20]2[CH2:19]1. The catalyst is O1CCCC1. The product is [OH:17][C:18]1([C:2]2[CH:7]=[CH:6][CH:5]=[C:4]([O:8][CH3:9])[CH:3]=2)[CH2:19][CH:20]2[CH2:24][N:23]([C:25]([O:27][CH2:28][C:29]3[CH:34]=[CH:33][CH:32]=[CH:31][CH:30]=3)=[O:26])[CH2:22][CH:21]2[CH2:35]1. The yield is 0.224. (6) The reactants are Br[C:2]1[C:11]2[C:6](=[CH:7][CH:8]=[C:9]([O:12][CH3:13])[CH:10]=2)[C:5](=[O:14])[N:4]([C:15]2[CH:20]=[CH:19][C:18]([O:21][CH3:22])=[CH:17][CH:16]=2)[CH:3]=1.C(=O)([O-])[O-].[K+].[K+].[F:29][C:30]([F:41])([F:40])[C:31]1[CH:36]=[CH:35][C:34](B(O)O)=[CH:33][CH:32]=1. The catalyst is C1C=CC([P]([Pd]([P](C2C=CC=CC=2)(C2C=CC=CC=2)C2C=CC=CC=2)([P](C2C=CC=CC=2)(C2C=CC=CC=2)C2C=CC=CC=2)[P](C2C=CC=CC=2)(C2C=CC=CC=2)C2C=CC=CC=2)(C2C=CC=CC=2)C2C=CC=CC=2)=CC=1. The product is [CH3:13][O:12][C:9]1[CH:10]=[C:11]2[C:6](=[CH:7][CH:8]=1)[C:5](=[O:14])[N:4]([C:15]1[CH:20]=[CH:19][C:18]([O:21][CH3:22])=[CH:17][CH:16]=1)[CH:3]=[C:2]2[C:34]1[CH:35]=[CH:36][C:31]([C:30]([F:41])([F:40])[F:29])=[CH:32][CH:33]=1. The yield is 0.806. (7) The reactants are [Br:1][C:2]1[CH:7]=[CH:6][C:5]([F:8])=[CH:4][N:3]=1.C([Li])CCC.[CH3:14][C:15]([CH3:17])=[O:16].Cl. The catalyst is C(OCC)C.C(OCC)(=O)C. The product is [Br:1][C:2]1[N:3]=[C:4]([C:15]([OH:16])([CH3:17])[CH3:14])[C:5]([F:8])=[CH:6][CH:7]=1. The yield is 0.671.